This data is from Full USPTO retrosynthesis dataset with 1.9M reactions from patents (1976-2016). The task is: Predict the reactants needed to synthesize the given product. (1) Given the product [OH:2][CH2:1][C:3]1[CH:28]=[CH:27][C:6]([O:7][CH2:8][C:9]2[N:10]=[C:11]([C:15]3[CH:16]=[C:17]([CH2:21][C:22]([O:24][CH2:25][CH3:26])=[O:23])[CH:18]=[CH:19][CH:20]=3)[O:12][C:13]=2[CH3:14])=[C:5]([O:29][CH3:30])[CH:4]=1, predict the reactants needed to synthesize it. The reactants are: [CH:1]([C:3]1[CH:28]=[CH:27][C:6]([O:7][CH2:8][C:9]2[N:10]=[C:11]([C:15]3[CH:16]=[C:17]([CH2:21][C:22]([O:24][CH2:25][CH3:26])=[O:23])[CH:18]=[CH:19][CH:20]=3)[O:12][C:13]=2[CH3:14])=[C:5]([O:29][CH3:30])[CH:4]=1)=[O:2].C(O)C.[BH4-].[Na+].O. (2) Given the product [C:1]([O:5][C:6]([N:8]1[CH2:12][CH2:11][CH2:10][C@@H:9]1[CH2:13][O:14][C:15]1[CH:20]=[CH:19][C:18]([O:21][CH2:25][C:24]2[CH:27]=[CH:28][C:29]([Cl:31])=[CH:30][C:23]=2[Cl:22])=[CH:17][CH:16]=1)=[O:7])([CH3:4])([CH3:2])[CH3:3], predict the reactants needed to synthesize it. The reactants are: [C:1]([O:5][C:6]([N:8]1[CH2:12][CH2:11][CH2:10][C@@H:9]1[CH2:13][O:14][C:15]1[CH:20]=[CH:19][C:18]([OH:21])=[CH:17][CH:16]=1)=[O:7])([CH3:4])([CH3:3])[CH3:2].[Cl:22][C:23]1[CH:30]=[C:29]([Cl:31])[CH:28]=[CH:27][C:24]=1[CH2:25]Cl.C([O-])([O-])=O.[Cs+].[Cs+]. (3) The reactants are: [CH2:1]([O:3][C:4]([C:6]1([C:9]2[CH:14]=[CH:13][C:12]([C:15]3[CH:20]=[CH:19][C:18]([C:21]4[O:25][N:24]=[C:23]([CH3:26])[C:22]=4[NH2:27])=[CH:17][CH:16]=3)=[CH:11][CH:10]=2)[CH2:8][CH2:7]1)=[O:5])[CH3:2].Br[C:29]1[CH:34]=[CH:33][CH:32]=[C:31]([CH2:35][C:36]2[CH:41]=[CH:40][CH:39]=[CH:38][C:37]=2[F:42])[N:30]=1. Given the product [CH2:1]([O:3][C:4]([C:6]1([C:9]2[CH:10]=[CH:11][C:12]([C:15]3[CH:20]=[CH:19][C:18]([C:21]4[O:25][N:24]=[C:23]([CH3:26])[C:22]=4[NH:27][C:29]4[CH:34]=[CH:33][CH:32]=[C:31]([CH2:35][C:36]5[CH:41]=[CH:40][CH:39]=[CH:38][C:37]=5[F:42])[N:30]=4)=[CH:17][CH:16]=3)=[CH:13][CH:14]=2)[CH2:8][CH2:7]1)=[O:5])[CH3:2], predict the reactants needed to synthesize it. (4) Given the product [NH2:1][C:3]1[C:11]2[C:6](=[CH:7][CH:8]=[CH:9][CH:10]=2)[NH:5][C:4]=1[C:12]1[CH:17]=[CH:16][CH:15]=[CH:14][CH:13]=1, predict the reactants needed to synthesize it. The reactants are: [N:1]([C:3]1[C:11]2[C:6](=[CH:7][CH:8]=[CH:9][CH:10]=2)[NH:5][C:4]=1[C:12]1[CH:17]=[CH:16][CH:15]=[CH:14][CH:13]=1)=O.[OH-].[Na+].S(S([O-])=O)([O-])=O.[Na+].[Na+]. (5) Given the product [F:1][C:2]([F:7])([F:6])[C:3]([OH:5])=[O:4].[F:8][C:9]([F:14])([F:13])[C:10]([OH:12])=[O:11].[Cl:22][C:23]1[CH:24]=[N:25][C:26]2[NH:27][C:28]3[CH:29]=[N:30][CH:31]=[C:32]([CH:54]=3)[CH2:33][CH2:34][C:35]3[CH:43]=[C:39]([NH:40][C:41]=1[N:42]=2)[CH:38]=[CH:37][C:36]=3[NH:44][C:45](=[O:53])[CH2:46][CH:47]1[CH2:52][CH2:51][N:50]([S:61]([C:59]2[N:58]=[C:57]([CH3:65])[N:56]([CH3:55])[CH:60]=2)(=[O:63])=[O:62])[CH2:49][CH2:48]1, predict the reactants needed to synthesize it. The reactants are: [F:1][C:2]([F:7])([F:6])[C:3]([OH:5])=[O:4].[F:8][C:9]([F:14])([F:13])[C:10]([OH:12])=[O:11].FC(F)(F)C(O)=O.[Cl:22][C:23]1[CH:24]=[N:25][C:26]2[NH:27][C:28]3[CH:29]=[N:30][CH:31]=[C:32]([CH:54]=3)[CH2:33][CH2:34][C:35]3[CH:43]=[C:39]([NH:40][C:41]=1[N:42]=2)[CH:38]=[CH:37][C:36]=3[NH:44][C:45](=[O:53])[CH2:46][CH:47]1[CH2:52][CH2:51][NH:50][CH2:49][CH2:48]1.[CH3:55][N:56]1[CH:60]=[C:59]([S:61](Cl)(=[O:63])=[O:62])[N:58]=[C:57]1[CH3:65]. (6) Given the product [Cl:1][C:2]1[CH:7]=[CH:6][CH:5]=[C:4]([F:8])[C:3]=1[C@H:9]1[CH2:11][C@@H:10]1[CH2:12][O:13][C:15]1[CH:20]=[CH:19][N:18]2[C:21]([CH2:24][CH:25]3[CH2:26][CH2:27]3)=[N:22][N:23]=[C:17]2[C:16]=1[C:28]([F:30])([F:31])[F:29], predict the reactants needed to synthesize it. The reactants are: [Cl:1][C:2]1[CH:7]=[CH:6][CH:5]=[C:4]([F:8])[C:3]=1[C@H:9]1[CH2:11][C@@H:10]1[CH2:12][OH:13].Cl[C:15]1[CH:20]=[CH:19][N:18]2[C:21]([CH2:24][CH:25]3[CH2:27][CH2:26]3)=[N:22][N:23]=[C:17]2[C:16]=1[C:28]([F:31])([F:30])[F:29].